This data is from Catalyst prediction with 721,799 reactions and 888 catalyst types from USPTO. The task is: Predict which catalyst facilitates the given reaction. (1) Reactant: [CH2:1]([O:4][C:5]1([CH3:32])[CH2:10][CH2:9][N:8]([C:11]2[N:16]3[CH:17]=[C:18]([NH2:20])[N:19]=[C:15]3[CH:14]=[C:13]([CH3:21])[C:12]=2[C@H:22]([O:27][C:28]([CH3:31])([CH3:30])[CH3:29])[C:23]([O:25]C)=[O:24])[CH2:7][CH2:6]1)[CH:2]=[CH2:3].[F:33][C:34]1[CH:39]=[CH:38][C:37]([CH2:40][S:41](Cl)(=[O:43])=[O:42])=[CH:36][CH:35]=1.O.CO. Product: [CH2:1]([O:4][C:5]1([CH3:32])[CH2:6][CH2:7][N:8]([C:11]2[N:16]3[CH:17]=[C:18]([NH:20][S:41]([CH2:40][C:37]4[CH:38]=[CH:39][C:34]([F:33])=[CH:35][CH:36]=4)(=[O:42])=[O:43])[N:19]=[C:15]3[CH:14]=[C:13]([CH3:21])[C:12]=2[C@H:22]([O:27][C:28]([CH3:29])([CH3:31])[CH3:30])[C:23]([OH:25])=[O:24])[CH2:9][CH2:10]1)[CH:2]=[CH2:3]. The catalyst class is: 1. (2) Reactant: [CH3:1][C:2]1([CH3:21])[C:10]2[C:5](=[CH:6][C:7]([N+:11]([O-])=O)=[CH:8][CH:9]=2)[N:4]([CH:14]2[CH2:19][CH2:18][N:17]([CH3:20])[CH2:16][CH2:15]2)[CH2:3]1. Product: [CH3:1][C:2]1([CH3:21])[C:10]2[C:5](=[CH:6][C:7]([NH2:11])=[CH:8][CH:9]=2)[N:4]([CH:14]2[CH2:19][CH2:18][N:17]([CH3:20])[CH2:16][CH2:15]2)[CH2:3]1. The catalyst class is: 5. (3) Reactant: C([O:3][P:4]([CH2:9][C:10]([C:12]1[CH:17]=[CH:16][C:15]([OH:18])=[C:14]([CH2:19][C:20]2[CH:25]=[CH:24][C:23]([O:26][CH2:27][CH3:28])=[CH:22][CH:21]=2)[CH:13]=1)=[O:11])(=[O:8])[O:5]CC)C.Br[Si](C)(C)C.CO. Product: [CH2:27]([O:26][C:23]1[CH:22]=[CH:21][C:20]([CH2:19][C:14]2[CH:13]=[C:12]([C:10](=[O:11])[CH2:9][P:4](=[O:3])([OH:5])[OH:8])[CH:17]=[CH:16][C:15]=2[OH:18])=[CH:25][CH:24]=1)[CH3:28]. The catalyst class is: 4. (4) Reactant: [F:1][C:2]1[CH:3]=[CH:4][C:5]([N+:9]([O-:11])=[O:10])=[C:6]([OH:8])[CH:7]=1.[CH3:12]S(C)=O.CI.[OH-].[K+]. Product: [F:1][C:2]1[CH:3]=[CH:4][C:5]([N+:9]([O-:11])=[O:10])=[C:6]([O:8][CH3:12])[CH:7]=1. The catalyst class is: 6. (5) Reactant: [CH2:1]([O:3][C:4](=[O:27])[NH:5][C:6]1[CH:11]=[CH:10][CH:9]=[C:8]([C:12]2[N:13]([CH2:25][CH3:26])[C:14]3[C:19]([C:20]=2[C:21]#[N:22])=[CH:18][CH:17]=[C:16]([O:23]C)[CH:15]=3)[CH:7]=1)[CH3:2].B(Br)(Br)Br. Product: [CH2:1]([O:3][C:4](=[O:27])[NH:5][C:6]1[CH:11]=[CH:10][CH:9]=[C:8]([C:12]2[N:13]([CH2:25][CH3:26])[C:14]3[C:19]([C:20]=2[C:21]#[N:22])=[CH:18][CH:17]=[C:16]([OH:23])[CH:15]=3)[CH:7]=1)[CH3:2]. The catalyst class is: 2. (6) Reactant: [CH:1]([C:3]1[CH:4]=[C:5]([O:18][CH2:19][CH2:20][CH2:21][CH2:22][C:23]([O:25]C)=[O:24])[CH:6]=[C:7]([O:9][CH2:10][CH2:11][CH2:12][CH2:13][C:14]([O:16]C)=[O:15])[CH:8]=1)=[O:2].[OH-].[K+].O. Product: [CH:1]([C:3]1[CH:4]=[C:5]([O:18][CH2:19][CH2:20][CH2:21][CH2:22][C:23]([OH:25])=[O:24])[CH:6]=[C:7]([O:9][CH2:10][CH2:11][CH2:12][CH2:13][C:14]([OH:16])=[O:15])[CH:8]=1)=[O:2]. The catalyst class is: 351. (7) Product: [CH3:1][O:2][C:3]1[CH:8]=[CH:7][CH:6]=[CH:5][C:4]=1[C:9]1[C:17]2[C:12](=[N:13][CH:14]=[C:15]([C:18]3[CH:25]=[CH:24][CH:23]=[C:20]([CH2:21][N:34]4[CH2:38][CH2:37][CH2:36][CH2:35]4)[CH:19]=3)[CH:16]=2)[NH:11][N:10]=1. Reactant: [CH3:1][O:2][C:3]1[CH:8]=[CH:7][CH:6]=[CH:5][C:4]=1[C:9]1[C:17]2[C:12](=[N:13][CH:14]=[C:15]([C:18]3[CH:19]=[C:20]([CH:23]=[CH:24][CH:25]=3)[CH:21]=O)[CH:16]=2)[N:11](COCC[Si](C)(C)C)[N:10]=1.[NH:34]1[CH2:38][CH2:37][CH2:36][CH2:35]1.Cl([O-])(=O)(=O)=O. The catalyst class is: 15.